Dataset: Forward reaction prediction with 1.9M reactions from USPTO patents (1976-2016). Task: Predict the product of the given reaction. (1) Given the reactants [F:1][C:2]1[C:3]([I:11])=[C:4]2[C:8](=[CH:9][CH:10]=1)[NH:7][CH:6]=[CH:5]2.[C:12]1([S:18](Cl)(=[O:20])=[O:19])[CH:17]=[CH:16][CH:15]=[CH:14][CH:13]=1.[OH-].[Na+], predict the reaction product. The product is: [F:1][C:2]1[C:3]([I:11])=[C:4]2[C:8](=[CH:9][CH:10]=1)[N:7]([S:18]([C:12]1[CH:17]=[CH:16][CH:15]=[CH:14][CH:13]=1)(=[O:20])=[O:19])[CH:6]=[CH:5]2. (2) Given the reactants [Cl:1][C:2]1[C:3]([CH3:9])=[C:4]([OH:8])[CH:5]=[CH:6][CH:7]=1.C(=O)([O-])[O-].[Cs+].[Cs+].[C:16]([C:18]1[CH:19]=[C:20]([C:25]2[CH:37]=[CH:36][C:28]([C:29]([NH:31][S:32]([CH3:35])(=[O:34])=[O:33])=[O:30])=[CH:27][C:26]=2[O:38][CH3:39])[CH:21]=[N:22][C:23]=1F)#[N:17], predict the reaction product. The product is: [Cl:1][C:2]1[C:3]([CH3:9])=[C:4]([CH:5]=[CH:6][CH:7]=1)[O:8][C:23]1[N:22]=[CH:21][C:20]([C:25]2[CH:37]=[CH:36][C:28]([C:29]([NH:31][S:32]([CH3:35])(=[O:34])=[O:33])=[O:30])=[CH:27][C:26]=2[O:38][CH3:39])=[CH:19][C:18]=1[C:16]#[N:17]. (3) Given the reactants [Cl:1][C:2]1[CH:7]=[CH:6][C:5]([C:8]2[C:12]3[CH2:13][N:14]([C:17](=[O:19])[CH3:18])[CH2:15][CH2:16][C:11]=3[N:10]([CH2:20][C@@H:21]([OH:24])[CH2:22]O)[N:9]=2)=[CH:4][C:3]=1[CH3:25].C1(C)C=CC(S([O-])(=O)=O)=CC=1.[NH+]1C=CC=CC=1.C(Br)(C)=O.C([O-])([O-])=O.[K+].[K+], predict the reaction product. The product is: [Cl:1][C:2]1[CH:7]=[CH:6][C:5]([C:8]2[C:12]3[CH2:13][N:14]([C:17](=[O:19])[CH3:18])[CH2:15][CH2:16][C:11]=3[N:10]([CH2:20][C@@H:21]3[CH2:22][O:24]3)[N:9]=2)=[CH:4][C:3]=1[CH3:25]. (4) Given the reactants [Cl:1][C:2]1[CH:8]=[CH:7][C:5]([NH2:6])=[CH:4][C:3]=1[CH3:9].[C:10](O[C:10]([O:12][C:13]([CH3:16])([CH3:15])[CH3:14])=[O:11])([O:12][C:13]([CH3:16])([CH3:15])[CH3:14])=[O:11], predict the reaction product. The product is: [Cl:1][C:2]1[CH:8]=[CH:7][C:5]([NH:6][C:10](=[O:11])[O:12][C:13]([CH3:16])([CH3:15])[CH3:14])=[CH:4][C:3]=1[CH3:9]. (5) Given the reactants [CH2:1]([O:3][C:4](=[O:26])[CH2:5][O:6][C:7]1[C:16]2[C:11](=[CH:12][CH:13]=[CH:14][CH:15]=2)[C:10]([N:17](C(OC(C)(C)C)=O)[CH3:18])=[CH:9][CH:8]=1)[CH3:2].C(O)(C(F)(F)F)=O, predict the reaction product. The product is: [CH2:1]([O:3][C:4](=[O:26])[CH2:5][O:6][C:7]1[C:16]2[C:11](=[CH:12][CH:13]=[CH:14][CH:15]=2)[C:10]([NH:17][CH3:18])=[CH:9][CH:8]=1)[CH3:2].